This data is from Forward reaction prediction with 1.9M reactions from USPTO patents (1976-2016). The task is: Predict the product of the given reaction. (1) Given the reactants OC(C(F)(F)F)=O.[N:8]1([C:15]([C:17]2[CH:18]=[C:19]([CH:32]=[CH:33][C:34]=2[F:35])[CH2:20][C:21]2[C:30]3[C:25](=[CH:26][CH:27]=[CH:28][CH:29]=3)[C:24](=[O:31])[NH:23][N:22]=2)=[O:16])[CH2:14][CH2:13][CH2:12][NH:11][CH2:10][CH2:9]1.[O:36]=[C:37]([CH3:41])[C:38](O)=[O:39].CCN(C(C)C)C(C)C.CN(C(ON1N=NC2C=CC=NC1=2)=[N+](C)C)C.F[P-](F)(F)(F)(F)F, predict the reaction product. The product is: [F:35][C:34]1[CH:33]=[CH:32][C:19]([CH2:20][C:21]2[C:30]3[C:25](=[CH:26][CH:27]=[CH:28][CH:29]=3)[C:24](=[O:31])[NH:23][N:22]=2)=[CH:18][C:17]=1[C:15]([N:8]1[CH2:14][CH2:13][CH2:12][N:11]([C:38](=[O:39])[C:37](=[O:36])[CH3:41])[CH2:10][CH2:9]1)=[O:16]. (2) Given the reactants C([Mg]Cl)(C)C.CO[C:8](=[O:27])[C@@H:9]([N:16]([CH2:24][CH:25]=[CH2:26])[CH2:17][C:18]1[CH:23]=[CH:22][CH:21]=[CH:20][CH:19]=1)[C:10]1[CH:15]=[CH:14][CH:13]=[CH:12][CH:11]=1.[C@H](O)(C([O-])=O)[C@@H](O)C([O-])=O.[Na+].[K+].C(=O)(O)[O-].[Na+], predict the reaction product. The product is: [CH2:17]([N:16]1[CH2:24][CH:25]2[C@:8]([OH:27])([CH2:26]2)[C@@H:9]1[C:10]1[CH:11]=[CH:12][CH:13]=[CH:14][CH:15]=1)[C:18]1[CH:19]=[CH:20][CH:21]=[CH:22][CH:23]=1. (3) Given the reactants [H-].[Na+].[CH2:3]([O:5][C:6](=[O:15])[CH2:7][C:8]1[CH:13]=[CH:12][CH:11]=[C:10]([F:14])[CH:9]=1)[CH3:4].[C:16](OCC)(=[O:18])[CH3:17].[Cl-].[NH4+], predict the reaction product. The product is: [F:14][C:10]1[CH:9]=[C:8]([CH:7]([C:16]([CH3:17])=[O:18])[C:6]([O:5][CH2:3][CH3:4])=[O:15])[CH:13]=[CH:12][CH:11]=1. (4) Given the reactants C([O:8][N:9]1[C:15](=[O:16])[N:14]2[CH2:17][C@H:10]1[CH2:11][CH2:12][C@H:13]2[C:18]([NH:20][N:21]([CH3:29])[C:22]([O:24][C:25]([CH3:28])([CH3:27])[CH3:26])=[O:23])=[O:19])C1C=CC=CC=1.[H][H], predict the reaction product. The product is: [OH:8][N:9]1[C:15](=[O:16])[N:14]2[CH2:17][C@H:10]1[CH2:11][CH2:12][C@H:13]2[C:18]([NH:20][N:21]([CH3:29])[C:22]([O:24][C:25]([CH3:27])([CH3:26])[CH3:28])=[O:23])=[O:19]. (5) Given the reactants [F:1][C:2]1[CH:10]=[N:9][CH:8]=[CH:7][C:3]=1[C:4]([OH:6])=O.[CH2:11]([O:18][C:19]1[CH:25]=[CH:24][CH:23]=[CH:22][C:20]=1[NH2:21])[C:12]1[CH:17]=[CH:16][CH:15]=[CH:14][CH:13]=1.F[P-](F)(F)(F)(F)F.N1(O[P+](N(C)C)(N(C)C)N(C)C)C2C=CC=CC=2N=N1.O, predict the reaction product. The product is: [CH2:11]([O:18][C:19]1[CH:25]=[CH:24][CH:23]=[CH:22][C:20]=1[NH:21][C:4](=[O:6])[C:3]1[CH:7]=[CH:8][N:9]=[CH:10][C:2]=1[F:1])[C:12]1[CH:13]=[CH:14][CH:15]=[CH:16][CH:17]=1. (6) The product is: [Cl:9][C:6]1[N:5]=[CH:4][C:3]([C:10]([N:12]2[CH2:17][CH2:16][CH:15]([C:18]3[CH:23]=[CH:22][C:21]([F:24])=[CH:20][CH:19]=3)[CH2:14][CH2:13]2)=[O:11])=[C:2]([NH:25][C:26]2[CH:31]=[CH:30][CH:29]=[CH:28][C:27]=2[CH3:32])[C:7]=1[CH3:8]. Given the reactants Cl[C:2]1[C:7]([CH3:8])=[C:6]([Cl:9])[N:5]=[CH:4][C:3]=1[C:10]([N:12]1[CH2:17][CH2:16][CH:15]([C:18]2[CH:23]=[CH:22][C:21]([F:24])=[CH:20][CH:19]=2)[CH2:14][CH2:13]1)=[O:11].[NH2:25][C:26]1[C:27]([CH3:32])=[CH:28][CH:29]=[CH:30][CH:31]=1, predict the reaction product. (7) The product is: [CH2:1]([N:3]1[C:7]([CH3:8])=[C:6]([C:15]2[CH:16]=[CH:17][N:12]=[CH:13][CH:14]=2)[C:5]([CH2:10][CH3:11])=[N:4]1)[CH3:2]. Given the reactants [CH2:1]([N:3]1[C:7]([CH3:8])=[C:6](I)[C:5]([CH2:10][CH3:11])=[N:4]1)[CH3:2].[N:12]1[CH:17]=[CH:16][C:15](B(O)O)=[CH:14][CH:13]=1.O1CCOCC1.CC(C)([O-])C.[K+], predict the reaction product.